From a dataset of Forward reaction prediction with 1.9M reactions from USPTO patents (1976-2016). Predict the product of the given reaction. (1) Given the reactants [NH:1]1[C:9]2[CH:8]=[C:7]([C:10](OC)=[O:11])[N:6]=[CH:5][C:4]=2[N:3]=[CH:2]1.[H-].[Al+3].[Li+].[H-].[H-].[H-], predict the reaction product. The product is: [NH:1]1[C:9]2[CH:8]=[C:7]([CH2:10][OH:11])[N:6]=[CH:5][C:4]=2[N:3]=[CH:2]1. (2) Given the reactants [OH:1][C:2]1[C:11]2[C:6](=[CH:7][C:8]([O:12][CH3:13])=[CH:9][CH:10]=2)[N:5]=[CH:4][C:3]=1[C:14]([O:16]CC)=[O:15].Cl, predict the reaction product. The product is: [OH:1][C:2]1[C:11]2[C:6](=[CH:7][C:8]([O:12][CH3:13])=[CH:9][CH:10]=2)[N:5]=[CH:4][C:3]=1[C:14]([OH:16])=[O:15].